From a dataset of Catalyst prediction with 721,799 reactions and 888 catalyst types from USPTO. Predict which catalyst facilitates the given reaction. (1) Reactant: [NH2:1][CH:2]([C:7]1[CH:12]=[CH:11][C:10]([C:13]2[C:22]([C:23]3[CH:28]=[CH:27][CH:26]=[CH:25][CH:24]=3)=[CH:21][C:20]3[C:19](=[O:29])[NH:18][CH:17]=[CH:16][C:15]=3[N:14]=2)=[CH:9][CH:8]=1)[CH2:3][N+:4]([O-])=O. Product: [NH2:1][CH:2]([C:7]1[CH:8]=[CH:9][C:10]([C:13]2[C:22]([C:23]3[CH:28]=[CH:27][CH:26]=[CH:25][CH:24]=3)=[CH:21][C:20]3[C:19](=[O:29])[NH:18][CH:17]=[CH:16][C:15]=3[N:14]=2)=[CH:11][CH:12]=1)[CH2:3][NH2:4]. The catalyst class is: 565. (2) Product: [CH3:1][O:2][C:3](=[O:22])[C:4]1[C:9]([N+:10]([O-:12])=[O:11])=[CH:8][CH:7]=[C:6]([O:13][Si:14]([C:17]([CH3:18])([CH3:19])[CH3:20])([CH3:15])[CH3:16])[C:5]=1[CH2:21][Br:23]. Reactant: [CH3:1][O:2][C:3](=[O:22])[C:4]1[C:9]([N+:10]([O-:12])=[O:11])=[CH:8][CH:7]=[C:6]([O:13][Si:14]([C:17]([CH3:20])([CH3:19])[CH3:18])([CH3:16])[CH3:15])[C:5]=1[CH3:21].[Br:23]N1C(=O)CCC1=O. The catalyst class is: 734. (3) Reactant: [CH2:1]([N:8]1[CH2:13][CH:12]2[CH:10]([CH:11]2[CH2:14][OH:15])[CH2:9]1)[C:2]1[CH:7]=[CH:6][CH:5]=[CH:4][CH:3]=1.C(N(CC)CC)C.[CH3:23][S:24](Cl)(=[O:26])=[O:25]. Product: [CH2:1]([N:8]1[CH2:13][CH:12]2[CH:10]([CH:11]2[CH2:14][O:15][S:24]([CH3:23])(=[O:26])=[O:25])[CH2:9]1)[C:2]1[CH:3]=[CH:4][CH:5]=[CH:6][CH:7]=1. The catalyst class is: 4. (4) Reactant: CC1(C)C(C)(C)OB([C:9]2[CH:31]=[N:30][C:12]3[N:13]([CH2:22][O:23][CH2:24][CH2:25][Si:26]([CH3:29])([CH3:28])[CH3:27])[C:14]4[CH:19]=[N:18][C:17]([C:20]#[N:21])=[CH:16][C:15]=4[C:11]=3[CH:10]=2)O1.Br[C:34]1[CH:49]=[CH:48][C:37]([CH2:38][N:39]2[CH:44]3[CH2:45][CH2:46][CH:40]2[CH2:41][CH:42]([OH:47])[CH2:43]3)=[CH:36][CH:35]=1.C(=O)([O-])[O-].[Cs+].[Cs+].O. Product: [OH:47][CH:42]1[CH2:41][CH:40]2[N:39]([CH2:38][C:37]3[CH:36]=[CH:35][C:34]([C:9]4[CH:31]=[N:30][C:12]5[N:13]([CH2:22][O:23][CH2:24][CH2:25][Si:26]([CH3:29])([CH3:27])[CH3:28])[C:14]6[CH:19]=[N:18][C:17]([C:20]#[N:21])=[CH:16][C:15]=6[C:11]=5[CH:10]=4)=[CH:49][CH:48]=3)[CH:44]([CH2:45][CH2:46]2)[CH2:43]1. The catalyst class is: 104.